Dataset: Retrosynthesis with 50K atom-mapped reactions and 10 reaction types from USPTO. Task: Predict the reactants needed to synthesize the given product. (1) Given the product Cc1c(C(=O)N[C@H](c2cccc(F)c2)C2CCC2)c(C)n(-c2ccccc2)c(=O)c1C, predict the reactants needed to synthesize it. The reactants are: CN(C)P(=O)(N(C)C)N(C)C.Cc1c(C(=O)N[C@H](c2cccc(F)c2)C2CCC2)c(C)n(-c2ccccc2)c(=O)c1Br. (2) Given the product Cc1cc(C)c(-c2cccc3c2c(=O)c(C)cn3Cc2ccccc2)c(C)c1, predict the reactants needed to synthesize it. The reactants are: Cc1cc(C)c(-c2cccc3c2c(=O)c(Br)cn3Cc2ccccc2)c(C)c1.O=C([O-])[O-]. (3) Given the product CC(C)c1ccc(C(=O)c2ccc([N+](=O)[O-])cc2)cc1, predict the reactants needed to synthesize it. The reactants are: CC(C)c1ccccc1.O=C(Cl)c1ccc([N+](=O)[O-])cc1. (4) Given the product COC[C@@H]1C[C@@H](C#N)CN1C(=O)OC(C)(C)C, predict the reactants needed to synthesize it. The reactants are: CC(C)(C)OC(=O)N1C[C@H](C#N)C[C@H]1CO.CI. (5) Given the product CC(C)(C)OC(=O)N1CCCC(CNc2cc(Nc3cnc(C#N)cn3)ncc2-n2ccc(CN3CCOCC3)c2)C1, predict the reactants needed to synthesize it. The reactants are: C1COCCN1.CC(C)(C)OC(=O)N1CCCC(CNc2cc(Nc3cnc(C#N)cn3)ncc2-n2ccc(C=O)c2)C1. (6) Given the product Nc1ccc(Oc2ccc3ccccc3n2)cc1, predict the reactants needed to synthesize it. The reactants are: O=[N+]([O-])c1ccc(Oc2ccc3ccccc3n2)cc1. (7) Given the product Brc1cccc(C2CCCC2)n1, predict the reactants needed to synthesize it. The reactants are: Brc1cccc(Br)n1.[Zn+]C1CCCC1. (8) Given the product COC(C)(C)CN1CCC(CN(Cc2ccccc2)Cc2ccccc2)CC1, predict the reactants needed to synthesize it. The reactants are: CC(C)(O)CN1CCC(CN(Cc2ccccc2)Cc2ccccc2)CC1.CI.